Dataset: Reaction yield outcomes from USPTO patents with 853,638 reactions. Task: Predict the reaction yield, written as a fraction of the theoretical maximum amount of product (1.0 means a 100% yield; for example, 0.34 means a 34% yield). The reactants are [Br:1][C:2]1[CH:11]=[C:10]2[C:5]([CH:6]=[CH:7][N:8]=[C:9]2Cl)=[CH:4][CH:3]=1.[CH3:13][O-:14].[Na+]. The catalyst is CO. The product is [Br:1][C:2]1[CH:11]=[C:10]2[C:5]([CH:6]=[CH:7][N:8]=[C:9]2[O:14][CH3:13])=[CH:4][CH:3]=1. The yield is 0.930.